Dataset: Reaction yield outcomes from USPTO patents with 853,638 reactions. Task: Predict the reaction yield, written as a fraction of the theoretical maximum amount of product (1.0 means a 100% yield; for example, 0.34 means a 34% yield). (1) The reactants are [C:1]([C:5]1[O:9][N:8]=[C:7]([NH:10][C:11]([NH:13][C:14]2[CH:19]=[CH:18][CH:17]=[C:16]([OH:20])[CH:15]=2)=[O:12])[CH:6]=1)([CH3:4])([CH3:3])[CH3:2].Cl[C:22]1[C:31]2[C:26](=[CH:27][C:28]([O:34][CH2:35][CH2:36][CH2:37][Cl:38])=[C:29]([O:32][CH3:33])[CH:30]=2)[N:25]=[CH:24][N:23]=1.C([O-])([O-])=O.[Cs+].[Cs+]. The catalyst is C1COCC1.C(OCC)(=O)C. The product is [C:1]([C:5]1[O:9][N:8]=[C:7]([NH:10][C:11]([NH:13][C:14]2[CH:19]=[CH:18][CH:17]=[C:16]([O:20][C:22]3[C:31]4[C:26](=[CH:27][C:28]([O:34][CH2:35][CH2:36][CH2:37][Cl:38])=[C:29]([O:32][CH3:33])[CH:30]=4)[N:25]=[CH:24][N:23]=3)[CH:15]=2)=[O:12])[CH:6]=1)([CH3:4])([CH3:2])[CH3:3]. The yield is 0.610. (2) The reactants are [Cl:1][C:2]1[CH:3]=[C:4]([CH:42]=[CH:43][CH:44]=1)[CH2:5][N:6]1[C:14]2[C:9](=[CH:10]C(OCCOS(C3C=CC(C)=CC=3)(=O)=O)=C[CH:13]=2)[C:8]([S:29]([C:32]2[C:41]3[C:36](=[CH:37][CH:38]=[CH:39][CH:40]=3)[CH:35]=[CH:34][CH:33]=2)(=[O:31])=[O:30])=[N:7]1.[CH2:45]1[CH2:49][O:48][CH2:47][CH2:46]1.[CH3:50][NH:51][CH3:52]. No catalyst specified. The product is [Cl:1][C:2]1[CH:3]=[C:4]([CH:42]=[CH:43][CH:44]=1)[CH2:5][N:6]1[C:14]2[C:9](=[CH:10][C:47]([O:48][CH2:49][CH2:45][N:51]([CH3:52])[CH3:50])=[CH:46][CH:13]=2)[C:8]([S:29]([C:32]2[C:41]3[C:36](=[CH:37][CH:38]=[CH:39][CH:40]=3)[CH:35]=[CH:34][CH:33]=2)(=[O:31])=[O:30])=[N:7]1. The yield is 0.946. (3) The reactants are [N+:1]([C:4]1[CH:9]=[C:8]([N+:10]([O-:12])=[O:11])[CH:7]=[CH:6][C:5]=1[NH:13][CH2:14][CH2:15][CH2:16][CH2:17][CH2:18][CH2:19][CH2:20][CH2:21][NH:22][C:23]([CH:25]1[CH2:29]C=CC1)=[O:24])([O-:3])=[O:2].C[N+]1([O-])CC[O:34]CC1.C(#N)C.[CH3:41][C:42]([CH3:44])=[O:43].O. The catalyst is O.O=[Os](=O)(=O)=O. The product is [N+:1]([C:4]1[CH:9]=[C:8]([N+:10]([O-:12])=[O:11])[CH:7]=[CH:6][C:5]=1[NH:13][CH2:14][CH2:15][CH2:16][CH2:17][CH2:18][CH2:19][CH2:20][CH2:21][NH:22][C:23]([CH:25]1[CH2:44][CH:42]([OH:43])[CH:41]([OH:34])[CH2:29]1)=[O:24])([O-:3])=[O:2]. The yield is 0.900. (4) The yield is 0.960. The product is [CH3:17][O:16][C:14]1[CH:15]=[C:10]([N:5]2[CH2:6][CH2:7][P:2](=[O:8])([CH3:1])[CH2:3][CH2:4]2)[CH:11]=[CH:12][C:13]=1[N+:18]([O-:20])=[O:19]. The catalyst is CN(C=O)C. The reactants are [CH3:1][P:2]1(=[O:8])[CH2:7][CH2:6][NH:5][CH2:4][CH2:3]1.F[C:10]1[CH:11]=[CH:12][C:13]([N+:18]([O-:20])=[O:19])=[C:14]([O:16][CH3:17])[CH:15]=1.C([O-])([O-])=O.[K+].[K+]. (5) The reactants are [Mg].Br[CH2:3][C:4]1[CH:9]=[C:8]([Cl:10])[CH:7]=[CH:6][C:5]=1[F:11].[F:12][CH:13]1[C:18](=[O:19])[CH2:17][CH2:16][N:15]([C:20]([O:22][C:23]([CH3:26])([CH3:25])[CH3:24])=[O:21])[CH2:14]1. The catalyst is C(OCC)C. The product is [Cl:10][C:8]1[CH:7]=[CH:6][C:5]([F:11])=[C:4]([CH:9]=1)[CH2:3][C:18]1([OH:19])[CH2:17][CH2:16][N:15]([C:20]([O:22][C:23]([CH3:24])([CH3:26])[CH3:25])=[O:21])[CH2:14][CH:13]1[F:12]. The yield is 0.180. (6) The reactants are [CH3:1][O:2][C:3]1[CH:8]=[CH:7][C:6]([CH2:9][N:10]2[C:15](=[O:16])[CH:14]=[C:13]([CH2:17][CH2:18][C:19](OCCCC)=[O:20])[C:12](=[O:26])[NH:11]2)=[CH:5][CH:4]=1.[H-].[Al+3].[Li+].[H-].[H-].[H-].Cl. The catalyst is C1COCC1. The product is [OH:20][CH2:19][CH2:18][CH2:17][C:13]1[C:12](=[O:26])[NH:11][N:10]([CH2:9][C:6]2[CH:5]=[CH:4][C:3]([O:2][CH3:1])=[CH:8][CH:7]=2)[C:15](=[O:16])[CH:14]=1. The yield is 0.700. (7) The reactants are [Cl:1][C:2]1[CH:3]=[C:4]([CH2:13][O:14][C:15]2[CH:20]=[CH:19][C:18]([CH2:21][CH:22]([CH3:26])[C:23]([OH:25])=[O:24])=[CH:17][C:16]=2[C:27]([F:30])([F:29])[F:28])[C:5]2[O:9][C:8]([CH3:11])([CH3:10])[CH2:7][C:6]=2[CH:12]=1.F[B-](F)(F)F.N1(OC(N(C)C)=[N+](C)C)C2C=CC=CC=2N=N1.C(N(C(C)C)CC)(C)C.[C:62]([NH:65][CH2:66][CH2:67]O)(=[O:64])[CH3:63]. The catalyst is CN(C=O)C. The product is [Cl:1][C:2]1[CH:3]=[C:4]([CH2:13][O:14][C:15]2[CH:20]=[CH:19][C:18]([CH2:21][CH:22]([CH3:26])[C:23]([O:25][CH2:67][CH2:66][NH:65][C:62](=[O:64])[CH3:63])=[O:24])=[CH:17][C:16]=2[C:27]([F:30])([F:28])[F:29])[C:5]2[O:9][C:8]([CH3:11])([CH3:10])[CH2:7][C:6]=2[CH:12]=1. The yield is 0.700. (8) The reactants are O=[C:2]([CH3:11])[CH2:3][CH:4]1[C:9](=O)[CH2:8][CH2:7][O:6][CH2:5]1.Cl.[NH2:13][CH2:14][C:15]([O:17][CH2:18][CH3:19])=[O:16].C(=O)(O)[O-].[Na+]. The catalyst is ClCCl. The product is [CH3:11][C:2]1[N:13]([CH2:14][C:15]([O:17][CH2:18][CH3:19])=[O:16])[C:9]2[CH2:8][CH2:7][O:6][CH2:5][C:4]=2[CH:3]=1. The yield is 0.700.